This data is from Forward reaction prediction with 1.9M reactions from USPTO patents (1976-2016). The task is: Predict the product of the given reaction. (1) Given the reactants [C:1]([O:5][C:6]([N:8]1[C@:12]([CH2:14][O:15]C(=O)CCCCC)([CH3:13])[CH2:11][O:10][C:9]1([CH3:24])[CH3:23])=[O:7])([CH3:4])([CH3:3])[CH3:2].[H-].C([Al+]CC(C)C)C(C)C.C(C(C(C([O-])=O)O)O)([O-])=O.[Na+].[K+], predict the reaction product. The product is: [C:1]([O:5][C:6]([N:8]1[C@:12]([CH2:14][OH:15])([CH3:13])[CH2:11][O:10][C:9]1([CH3:24])[CH3:23])=[O:7])([CH3:4])([CH3:3])[CH3:2]. (2) Given the reactants [OH:1][C:2]1[CH:9]=[CH:8][C:7]([S:10]([CH3:13])(=[O:12])=[O:11])=[CH:6][C:3]=1[CH:4]=O.[S:14]1[CH2:20][C:18](=[O:19])[NH:17][C:15]1=S.[NH:21]1[CH2:25][CH2:24][CH2:23][CH2:22]1, predict the reaction product. The product is: [OH:1][C:2]1[CH:9]=[CH:8][C:7]([S:10]([CH3:13])(=[O:12])=[O:11])=[CH:6][C:3]=1/[CH:4]=[C:20]1/[C:18](=[O:19])[N:17]=[C:15]([N:21]2[CH2:25][CH2:24][CH2:23][CH2:22]2)[S:14]/1.